The task is: Predict the reactants needed to synthesize the given product.. This data is from Full USPTO retrosynthesis dataset with 1.9M reactions from patents (1976-2016). (1) Given the product [OH:25][C:26]1[CH:33]=[CH:32][CH:31]=[C:30]([O:9][CH2:8][C:7]2[C:2]([C:15]3[N:11]([CH3:10])[N:12]=[CH:13][CH:14]=3)=[N:3][CH:4]=[CH:5][CH:6]=2)[C:27]=1[CH:28]=[O:29], predict the reactants needed to synthesize it. The reactants are: Cl[C:2]1[C:7]([CH2:8][OH:9])=[CH:6][CH:5]=[CH:4][N:3]=1.[CH3:10][N:11]1[C:15](B2OC(C)(C)C(C)(C)O2)=[CH:14][CH:13]=[N:12]1.[OH:25][C:26]1[CH:33]=[CH:32][CH:31]=[C:30](OCOC)[C:27]=1[CH:28]=[O:29]. (2) Given the product [CH:9]1([C:12]([C:13]2[CH:17]=[C:3]([C:1]#[N:2])[C:4](=[O:5])[NH:6][C:14]=2[CH3:15])=[O:30])[CH2:11][CH2:10]1, predict the reactants needed to synthesize it. The reactants are: [C:1]([CH2:3][C:4]([NH2:6])=[O:5])#[N:2].[H-].[Na+].[CH:9]1([C:12](=NN(C)C)[C:13](=[CH:17]N(C)C)[C:14](=O)[CH3:15])[CH2:11][CH2:10]1.Cl.CN(C=[O:30])C. (3) Given the product [O:28]=[C:18]1[CH2:19][CH2:20][C@@:21]2([CH3:22])[C@H:16]([CH2:15][C:14](=[O:29])[C@@H:13]3[C@@H:23]2[CH2:24][CH2:25][C@@:26]2([CH3:27])[C@H:12]3[CH2:11][CH2:10][C@@H:9]2[C@H:7]([CH3:8])[CH2:6][CH2:45][C:44]([OH:47])=[O:46])[CH2:17]1, predict the reactants needed to synthesize it. The reactants are: CC(O)(C(O)C[CH2:6][C@H:7]([C@@H:9]1[C@:26]2([CH3:27])[C@H:12]([C@H:13]3[C@H:23]([CH2:24][CH2:25]2)[C@:21]2([CH3:22])[C@@H:16]([CH2:17][C:18](=[O:28])[CH2:19][CH2:20]2)[CH2:15][CH:14]3[OH:29])[CH2:11][CH2:10]1)[CH3:8])C.Cl[O-].[Ca+2].Cl[O-].S([O-])([O-])=O.[Na+].[Na+].Cl.[C:44]([OH:47])(=[O:46])[CH3:45]. (4) The reactants are: [CH3:1][O:2][CH2:3][C:4]1[N:8]2[C:9]3[C:14]([CH:15]=[CH:16][C:7]2=[CH:6][CH:5]=1)=[CH:13][CH:12]=[CH:11][CH:10]=3.[CH3:17][Si](C)(C)C#C/C=C\C1C=CC2C(=CC=CC=2)N=1.[F-].[K+]. Given the product [CH2:1]([O:2][CH2:3][C:4]1[N:8]2[C:9]3[C:14]([CH:15]=[CH:16][C:7]2=[CH:6][CH:5]=1)=[CH:13][CH:12]=[CH:11][CH:10]=3)[CH3:17], predict the reactants needed to synthesize it. (5) Given the product [CH:1]1([CH2:7][C@H:8]([NH:14][C:15](=[O:21])[O:16][C:17]([CH3:20])([CH3:19])[CH3:18])[C:9]([C@@:10]2([CH3:12])[CH2:11][O:22]2)=[O:13])[CH2:2][CH2:3][CH2:4][CH2:5][CH2:6]1, predict the reactants needed to synthesize it. The reactants are: [CH:1]1([CH2:7][C@H:8]([NH:14][C:15](=[O:21])[O:16][C:17]([CH3:20])([CH3:19])[CH3:18])[C:9](=[O:13])[C:10]([CH3:12])=[CH2:11])[CH2:6][CH2:5][CH2:4][CH2:3][CH2:2]1.[O-:22]Cl.[Na+]. (6) The reactants are: Cl[C:2]1[N:3]=[C:4]([N:19]2[CH2:24][CH2:23][O:22][CH2:21][CH2:20]2)[C:5]2[N:10]=[N:9][N:8]([CH2:11][CH2:12][CH2:13][N:14]3[CH2:18][CH2:17][CH2:16][CH2:15]3)[C:6]=2[N:7]=1.[OH:25][C:26]1[CH:27]=[C:28](B(O)O)[CH:29]=[CH:30][CH:31]=1. Given the product [N:19]1([C:4]2[C:5]3[N:10]=[N:9][N:8]([CH2:11][CH2:12][CH2:13][N:14]4[CH2:18][CH2:17][CH2:16][CH2:15]4)[C:6]=3[N:7]=[C:2]([C:30]3[CH:31]=[C:26]([OH:25])[CH:27]=[CH:28][CH:29]=3)[N:3]=2)[CH2:24][CH2:23][O:22][CH2:21][CH2:20]1, predict the reactants needed to synthesize it. (7) Given the product [CH3:1][C:2]1[CH:9]=[C:8]([O:10][Si:18]([CH:25]([CH3:27])[CH3:26])([CH:22]([CH3:24])[CH3:23])[CH:19]([CH3:21])[CH3:20])[C:7]([CH3:11])=[CH:6][C:3]=1[CH:4]=[O:5], predict the reactants needed to synthesize it. The reactants are: [CH3:1][C:2]1[CH:9]=[C:8]([OH:10])[C:7]([CH3:11])=[CH:6][C:3]=1[CH:4]=[O:5].N1C=CN=C1.Cl[Si:18]([CH:25]([CH3:27])[CH3:26])([CH:22]([CH3:24])[CH3:23])[CH:19]([CH3:21])[CH3:20].